From a dataset of Catalyst prediction with 721,799 reactions and 888 catalyst types from USPTO. Predict which catalyst facilitates the given reaction. (1) Reactant: [O-][N+:2]1[CH:31]=[CH:30][C:5]2[N:6]=[C:7]3[CH2:12][C@H:11]([C:13]4[CH:18]=[C:17]([F:19])[C:16]([F:20])=[CH:15][C:14]=4[F:21])[C@@H:10]([NH:22][C:23](=[O:29])[O:24][C:25]([CH3:28])([CH3:27])[CH3:26])[CH2:9][N:8]3[C:4]=2[CH:3]=1.O(Cl)[Cl:33].[P+3]. Product: [Cl:33][C:3]1[C:4]2[N:8]3[CH2:9][C@H:10]([NH:22][C:23](=[O:29])[O:24][C:25]([CH3:28])([CH3:27])[CH3:26])[C@@H:11]([C:13]4[CH:18]=[C:17]([F:19])[C:16]([F:20])=[CH:15][C:14]=4[F:21])[CH2:12][C:7]3=[N:6][C:5]=2[CH:30]=[CH:31][N:2]=1. The catalyst class is: 22. (2) Reactant: [NH:1]1[CH2:6][CH2:5][CH2:4][CH:3]([C:7]2[CH:12]=[CH:11][C:10]([NH:13][C:14]3[N:19]=[C:18]([CH2:20][CH2:21][C:22]4[CH:27]=[CH:26][CH:25]=[CH:24][C:23]=4[CH2:28][C:29]([NH2:31])=[O:30])[C:17]([C:32]([F:35])([F:34])[F:33])=[CH:16][N:15]=3)=[CH:9][CH:8]=2)[CH2:2]1.C=O.[C:38](O[BH-](OC(=O)C)OC(=O)C)(=O)C.[Na+]. Product: [CH3:38][N:1]1[CH2:6][CH2:5][CH2:4][CH:3]([C:7]2[CH:12]=[CH:11][C:10]([NH:13][C:14]3[N:19]=[C:18]([CH2:20][CH2:21][C:22]4[CH:27]=[CH:26][CH:25]=[CH:24][C:23]=4[CH2:28][C:29]([NH2:31])=[O:30])[C:17]([C:32]([F:35])([F:33])[F:34])=[CH:16][N:15]=3)=[CH:9][CH:8]=2)[CH2:2]1. The catalyst class is: 5. (3) Reactant: C[O:2][C:3]([C@H:5]1[C@:14]2([CH3:18])[C:15]([CH3:17])([CH3:16])[C@@H:7]([C:8]3[C:13]2=[N:12][N:11]=[C:10]([C:19]2[CH:24]=[CH:23][CH:22]=[CH:21][C:20]=2[F:25])[CH:9]=3)[CH2:6]1)=[O:4].[OH-].[Na+]. Product: [F:25][C:20]1[CH:21]=[CH:22][CH:23]=[CH:24][C:19]=1[C:10]1[CH:9]=[C:8]2[C:13]([C@@:14]3([CH3:18])[C:15]([CH3:17])([CH3:16])[C@@H:7]2[CH2:6][C@H:5]3[C:3]([OH:4])=[O:2])=[N:12][N:11]=1. The catalyst class is: 5. (4) Reactant: [CH:1]([O:4][C:5]1[CH:10]=[CH:9][C:8]([N+:11]([O-])=O)=[CH:7][N:6]=1)([CH3:3])[CH3:2]. Product: [CH:1]([O:4][C:5]1[N:6]=[CH:7][C:8]([NH2:11])=[CH:9][CH:10]=1)([CH3:3])[CH3:2]. The catalyst class is: 19. (5) Reactant: [F:1][C:2]([F:21])([C:14]1[CH:19]=[CH:18][C:17]([F:20])=[CH:16][CH:15]=1)[C:3]([NH:5][C:6]1[CH:10]=[CH:9][S:8][C:7]=1[C:11]([NH2:13])=[O:12])=O.C(OC(=O)C)(=O)C. Product: [F:1][C:2]([F:21])([C:14]1[CH:19]=[CH:18][C:17]([F:20])=[CH:16][CH:15]=1)[C:3]1[N:13]=[C:11]([OH:12])[C:7]2[S:8][CH:9]=[CH:10][C:6]=2[N:5]=1. The catalyst class is: 52. (6) Reactant: [C:1]([NH:5][C:6]1[C:15]2[C:10](=[C:11]([NH2:16])[CH:12]=[CH:13][CH:14]=2)[N:9]=[CH:8][N:7]=1)([CH3:4])([CH3:3])[CH3:2].[Cl:17][C:18]1[C:26]([CH2:27][NH:28][C:29](=[O:34])[C:30]([CH3:33])([CH3:32])[CH3:31])=[C:25]([F:35])[CH:24]=[CH:23][C:19]=1[C:20](O)=[O:21].C(Cl)(=O)C(Cl)=O.CCN(C(C)C)C(C)C. Product: [C:1]([NH:5][C:6]1[C:15]2[C:10](=[C:11]([NH:16][C:20](=[O:21])[C:19]3[CH:23]=[CH:24][C:25]([F:35])=[C:26]([CH2:27][NH:28][C:29](=[O:34])[C:30]([CH3:31])([CH3:32])[CH3:33])[C:18]=3[Cl:17])[CH:12]=[CH:13][CH:14]=2)[N:9]=[CH:8][N:7]=1)([CH3:4])([CH3:2])[CH3:3]. The catalyst class is: 85.